This data is from Reaction yield outcomes from USPTO patents with 853,638 reactions. The task is: Predict the reaction yield, written as a fraction of the theoretical maximum amount of product (1.0 means a 100% yield; for example, 0.34 means a 34% yield). (1) The reactants are [NH2:1][C:2]1[CH:7]=[CH:6][CH:5]=[CH:4][CH:3]=1.Cl[C:9]1[C:10]([Cl:15])=[N:11][CH:12]=[CH:13][N:14]=1.CC(C)([O-])C.[Na+].C1C=CC(P(C2C(C3C(P(C4C=CC=CC=4)C4C=CC=CC=4)=CC=C4C=3C=CC=C4)=C3C(C=CC=C3)=CC=2)C2C=CC=CC=2)=CC=1. The catalyst is C1(C)C=CC=CC=1.C1C=CC(/C=C/C(/C=C/C2C=CC=CC=2)=O)=CC=1.C1C=CC(/C=C/C(/C=C/C2C=CC=CC=2)=O)=CC=1.C1C=CC(/C=C/C(/C=C/C2C=CC=CC=2)=O)=CC=1.[Pd].[Pd]. The product is [Cl:15][C:10]1[C:9]([NH:1][C:2]2[CH:7]=[CH:6][CH:5]=[CH:4][CH:3]=2)=[N:14][CH:13]=[CH:12][N:11]=1. The yield is 0.163. (2) The reactants are Br[CH:2]([C:4]1[N:9]([C:10]2[CH:15]=[CH:14][C:13]([F:16])=[CH:12][CH:11]=2)[C:8](=[O:17])[CH:7]=[CH:6][N:5]=1)[CH3:3].[CH3:18][NH2:19]. The catalyst is C(O)C. The product is [F:16][C:13]1[CH:14]=[CH:15][C:10]([N:9]2[C:8](=[O:17])[CH:7]=[CH:6][N:5]=[C:4]2[CH:2]([NH:19][CH3:18])[CH3:3])=[CH:11][CH:12]=1. The yield is 0.760. (3) The reactants are [Na+].[OH:2][C:3]1[CH:8]=[CH:7][C:6]([S:9]([O-:12])(=[O:11])=[O:10])=[CH:5][CH:4]=1.Br[CH2:14][C:15]#[C:16][C:17]1[CH:22]=[CH:21][C:20]([Cl:23])=[CH:19][CH:18]=1. The catalyst is C(O)(C)C.[OH-].[Na+]. The product is [Cl:23][C:20]1[CH:21]=[CH:22][C:17]([C:16]#[C:15][CH2:14][O:2][C:3]2[CH:8]=[CH:7][C:6]([S:9]([OH:12])(=[O:10])=[O:11])=[CH:5][CH:4]=2)=[CH:18][CH:19]=1. The yield is 0.670.